This data is from Full USPTO retrosynthesis dataset with 1.9M reactions from patents (1976-2016). The task is: Predict the reactants needed to synthesize the given product. (1) Given the product [F:18][C@@H:16]1[CH2:15][N:14]([C:19](=[O:29])[C@@H:20]([NH:24][C:25](=[O:28])[O:26][CH3:27])[CH:21]([CH3:23])[CH3:22])[C@H:13]([C:11]2[NH:12][C:8]([C:5]3[CH:6]=[CH:7][C:2]([B:33]4[O:34][C:35]([CH3:37])([CH3:36])[C:31]([CH3:47])([CH3:30])[O:32]4)=[CH:3][CH:4]=3)=[CH:9][N:10]=2)[CH2:17]1, predict the reactants needed to synthesize it. The reactants are: Br[C:2]1[CH:7]=[CH:6][C:5]([C:8]2[NH:12][C:11]([C@@H:13]3[CH2:17][C@H:16]([F:18])[CH2:15][N:14]3[C:19](=[O:29])[C@@H:20]([NH:24][C:25](=[O:28])[O:26][CH3:27])[CH:21]([CH3:23])[CH3:22])=[N:10][CH:9]=2)=[CH:4][CH:3]=1.[CH3:30][C:31]1([CH3:47])[C:35]([CH3:37])([CH3:36])[O:34][B:33]([B:33]2[O:34][C:35]([CH3:37])([CH3:36])[C:31]([CH3:47])([CH3:30])[O:32]2)[O:32]1.C([O-])(=O)C.[K+]. (2) The reactants are: [C:1]1([C@@H:7]2[NH:11][C@H:10]([CH2:12][O:13][C:14]3[CH:23]=[CH:22][C:17]([C:18]([O:20][CH3:21])=[O:19])=[CH:16][CH:15]=3)[CH2:9][CH2:8]2)[CH:6]=[CH:5][CH:4]=[CH:3][CH:2]=1.[Cl:24][C:25]1[CH:30]=[CH:29][CH:28]=[CH:27][C:26]=1[NH:31][C:32](=[O:46])[NH:33][C:34]1[CH:39]=[CH:38][C:37]([CH2:40][C:41](O)=[O:42])=[CH:36][C:35]=1[O:44][CH3:45].CCN=C=NCCCN(C)C.Cl.O. Given the product [Cl:24][C:25]1[CH:30]=[CH:29][CH:28]=[CH:27][C:26]=1[NH:31][C:32](=[O:46])[NH:33][C:34]1[CH:39]=[CH:38][C:37]([CH2:40][C:41]([N:11]2[C@@H:7]([C:1]3[CH:2]=[CH:3][CH:4]=[CH:5][CH:6]=3)[CH2:8][CH2:9][C@H:10]2[CH2:12][O:13][C:14]2[CH:15]=[CH:16][C:17]([C:18]([O:20][CH3:21])=[O:19])=[CH:22][CH:23]=2)=[O:42])=[CH:36][C:35]=1[O:44][CH3:45], predict the reactants needed to synthesize it.